This data is from hERG potassium channel inhibition data for cardiac toxicity prediction from Karim et al.. The task is: Regression/Classification. Given a drug SMILES string, predict its toxicity properties. Task type varies by dataset: regression for continuous values (e.g., LD50, hERG inhibition percentage) or binary classification for toxic/non-toxic outcomes (e.g., AMES mutagenicity, cardiotoxicity, hepatotoxicity). Dataset: herg_karim. (1) The drug is Cc1nc2ccccc2n1C1C[C@H]2CC[C@H](C1)N2CCC1(c2cccc(F)c2)CCN(C(=O)c2ccc(Cl)c(S(N)(=O)=O)c2)CC1. The result is 0 (non-blocker). (2) The drug is O=C(Nc1ccc(-c2nnc(NCCCCN3CCCC3)o2)cc1)c1ccccc1F. The result is 0 (non-blocker).